Dataset: NCI-60 drug combinations with 297,098 pairs across 59 cell lines. Task: Regression. Given two drug SMILES strings and cell line genomic features, predict the synergy score measuring deviation from expected non-interaction effect. (1) Drug 1: CCCCCOC(=O)NC1=NC(=O)N(C=C1F)C2C(C(C(O2)C)O)O. Drug 2: C1=NNC2=C1C(=O)NC=N2. Cell line: RPMI-8226. Synergy scores: CSS=22.5, Synergy_ZIP=-5.31, Synergy_Bliss=1.53, Synergy_Loewe=2.01, Synergy_HSA=3.60. (2) Drug 1: CC1=CC2C(CCC3(C2CCC3(C(=O)C)OC(=O)C)C)C4(C1=CC(=O)CC4)C. Drug 2: CC1=C(C=C(C=C1)C(=O)NC2=CC(=CC(=C2)C(F)(F)F)N3C=C(N=C3)C)NC4=NC=CC(=N4)C5=CN=CC=C5. Cell line: SF-268. Synergy scores: CSS=-6.77, Synergy_ZIP=2.88, Synergy_Bliss=-3.35, Synergy_Loewe=-9.57, Synergy_HSA=-8.16.